Dataset: Catalyst prediction with 721,799 reactions and 888 catalyst types from USPTO. Task: Predict which catalyst facilitates the given reaction. (1) Reactant: C([O:3][C:4]([C:6]1[S:7][C:8]([C:11]2[C:15]([CH3:16])=[C:14]([CH:17]([F:19])[F:18])[O:13][N:12]=2)=[CH:9][CH:10]=1)=[O:5])C.O.[OH-].[Li+]. Product: [F:19][CH:17]([F:18])[C:14]1[O:13][N:12]=[C:11]([C:8]2[S:7][C:6]([C:4]([OH:5])=[O:3])=[CH:10][CH:9]=2)[C:15]=1[CH3:16]. The catalyst class is: 1. (2) Reactant: [CH:1]1([NH:7][CH2:8][C:9]([NH2:11])=[O:10])[CH2:6][CH2:5][CH2:4][CH2:3][CH2:2]1.CCO[C:15](OCC)(OCC)[C:16]1[CH:21]=[CH:20][CH:19]=[CH:18][CH:17]=1. Product: [CH:1]1([N:7]2[CH2:8][C:9](=[O:10])[N:11]=[C:15]2[C:16]2[CH:21]=[CH:20][CH:19]=[CH:18][CH:17]=2)[CH2:6][CH2:5][CH2:4][CH2:3][CH2:2]1. The catalyst class is: 52. (3) Reactant: [NH2:1][C:2]1[N:6]([CH:7]2[CH2:12][CH2:11][CH2:10][CH2:9][CH2:8]2)[C:5]2[CH:13]=[CH:14][C:15]([C:17](OCC)=[O:18])=[CH:16][C:4]=2[N:3]=1.[AlH4-].[Li+]. Product: [NH2:1][C:2]1[N:6]([CH:7]2[CH2:8][CH2:9][CH2:10][CH2:11][CH2:12]2)[C:5]2[CH:13]=[CH:14][C:15]([CH2:17][OH:18])=[CH:16][C:4]=2[N:3]=1. The catalyst class is: 7. (4) Reactant: Cl[C@@H:2]([CH:9]1[CH2:13][CH2:12][CH2:11][O:10]1)[C:3]1[CH:8]=[CH:7][CH:6]=[CH:5][N:4]=1.[NH:14]1[CH2:19][CH2:18][NH:17][CH2:16][CH2:15]1.C(=O)([O-])[O-].[K+].[K+]. Product: [N:4]1[CH:5]=[CH:6][CH:7]=[CH:8][C:3]=1[C@H:2]([CH:9]1[CH2:13][CH2:12][CH2:11][O:10]1)[N:14]1[CH2:19][CH2:18][NH:17][CH2:16][CH2:15]1. The catalyst class is: 18. (5) Reactant: [CH:1]1([CH2:7][CH:8]([C:12]([NH:14][C:15]2[CH:20]=[CH:19][CH:18]=[CH:17][CH:16]=2)=[O:13])[C:9]([OH:11])=O)[CH2:6][CH2:5][CH2:4][CH2:3][CH2:2]1.CCN=C=NCCCN(C)C.C1C=[C:36]2[N:38]=N[N:40](O)[C:35]2=CC=1.O.S(=O)(=O)(O)O.NCC#N.CN1CCOCC1. Product: [C:36]([CH2:35][NH:40][C:9](=[O:11])[CH:8]([CH2:7][CH:1]1[CH2:2][CH2:3][CH2:4][CH2:5][CH2:6]1)[C:12]([NH:14][C:15]1[CH:20]=[CH:19][CH:18]=[CH:17][CH:16]=1)=[O:13])#[N:38]. The catalyst class is: 33. (6) Reactant: [CH:1]1([NH:4][C:5](=[O:22])[C:6]2[CH:11]=[CH:10][C:9]([B:12]3[O:16]C(C)(C)C(C)(C)[O:13]3)=[CH:8][C:7]=2[CH3:21])[CH2:3][CH2:2]1.I([O-])(=O)(=O)=O.[Na+].C([O-])(=O)C.[NH4+].O. Product: [CH:1]1([NH:4][C:5]([C:6]2[CH:11]=[CH:10][C:9]([B:12]([OH:16])[OH:13])=[CH:8][C:7]=2[CH3:21])=[O:22])[CH2:2][CH2:3]1. The catalyst class is: 21.